This data is from Full USPTO retrosynthesis dataset with 1.9M reactions from patents (1976-2016). The task is: Predict the reactants needed to synthesize the given product. (1) Given the product [C:36]([O:39][CH2:40][C:41]([N:31]([CH2:30][C:27]1[CH:26]=[N:25][C:24]([C:22]2[S:23][C:16]3[C:17](=[N:18][CH:19]=[CH:20][C:15]=3[O:14][C:11]3[CH:10]=[N:9][C:8]([NH:7][C:5]([NH:4][CH:1]4[CH2:3][CH2:2]4)=[O:6])=[CH:13][CH:12]=3)[CH:21]=2)=[CH:29][CH:28]=1)[CH2:32][CH2:33][O:34][CH3:35])=[O:43])(=[O:38])[CH3:37], predict the reactants needed to synthesize it. The reactants are: [CH:1]1([NH:4][C:5]([NH:7][C:8]2[CH:13]=[CH:12][C:11]([O:14][C:15]3[CH:20]=[CH:19][N:18]=[C:17]4[CH:21]=[C:22]([C:24]5[CH:29]=[CH:28][C:27]([CH2:30][NH:31][CH2:32][CH2:33][O:34][CH3:35])=[CH:26][N:25]=5)[S:23][C:16]=34)=[CH:10][N:9]=2)=[O:6])[CH2:3][CH2:2]1.[C:36]([O:39][CH2:40][C:41]([OH:43])=O)(=[O:38])[CH3:37].C(N(CC)CC)C.CCN=C=NCCCN(C)C.Cl.C1C=C2N=NN(O)C2=CC=1.O. (2) The reactants are: [Br:1][C:2]1[CH:7]=[C:6]([Br:8])[CH:5]=[C:4]([Br:9])[C:3]=1[OH:10].F[C:12]1[CH:17]=[CH:16][C:15]([N+:18]([O-:20])=[O:19])=[CH:14][CH:13]=1.C(=O)([O-])[O-].[Cs+].[Cs+]. Given the product [Br:8][C:6]1[CH:7]=[C:2]([Br:1])[C:3]([O:10][C:12]2[CH:17]=[CH:16][C:15]([N+:18]([O-:20])=[O:19])=[CH:14][CH:13]=2)=[C:4]([Br:9])[CH:5]=1, predict the reactants needed to synthesize it.